Dataset: Forward reaction prediction with 1.9M reactions from USPTO patents (1976-2016). Task: Predict the product of the given reaction. (1) Given the reactants [Cl:1][C:2]1[CH:3]=[N:4][C:5]([N:11]2[CH2:14][CH:13]([O:15][C:16]3[CH:21]=[CH:20][CH:19]=[C:18]([F:22])[CH:17]=3)[CH2:12]2)=[C:6]([CH:10]=1)[C:7]([OH:9])=O.O.ON1C2C=CC=CC=2N=N1.Cl.C(N=C=NCCCN(C)C)C.Cl.[NH:47]1[C:51]([C:52]2[CH:57]=[CH:56][C:55]([C:58]3([NH2:61])[CH2:60][CH2:59]3)=[CH:54][CH:53]=2)=[N:50][N:49]=[N:48]1.C(N(CC)CC)C, predict the reaction product. The product is: [NH:50]1[C:51]([C:52]2[CH:53]=[CH:54][C:55]([C:58]3([NH:61][C:7](=[O:9])[C:6]4[CH:10]=[C:2]([Cl:1])[CH:3]=[N:4][C:5]=4[N:11]4[CH2:14][CH:13]([O:15][C:16]5[CH:21]=[CH:20][CH:19]=[C:18]([F:22])[CH:17]=5)[CH2:12]4)[CH2:59][CH2:60]3)=[CH:56][CH:57]=2)=[N:47][N:48]=[N:49]1. (2) Given the reactants [CH2:1]([O:3][C:4]([C:6]1([CH2:20][CH2:21][O:22][CH3:23])[CH2:11][CH2:10][N:9](C(OC(C)(C)C)=O)[C:8](=[O:19])[CH2:7]1)=[O:5])[CH3:2].FC(F)(F)C(O)=O, predict the reaction product. The product is: [CH2:1]([O:3][C:4]([C:6]1([CH2:20][CH2:21][O:22][CH3:23])[CH2:11][CH2:10][NH:9][C:8](=[O:19])[CH2:7]1)=[O:5])[CH3:2]. (3) Given the reactants [N:1]1([CH2:13][C:14]([O:16][CH2:17][CH3:18])=[O:15])[CH2:6][CH2:5][CH:4]([CH:7]2[CH2:12][CH2:11][NH:10][CH2:9][CH2:8]2)[CH2:3][CH2:2]1.[O:19]=[C:20]1[N:26]([CH:27]2[CH2:32][CH2:31][N:30]([C:33]([O:35][C@@H:36]([C:47](O)=[O:48])[CH2:37][C:38]3[CH:43]=[C:42]([Br:44])[C:41]([OH:45])=[C:40]([Br:46])[CH:39]=3)=[O:34])[CH2:29][CH2:28]2)[CH2:25][CH2:24][C:23]2[CH:50]=[CH:51][CH:52]=[CH:53][C:22]=2[NH:21]1.CN(C(ON1N=NC2C=CC=CC1=2)=[N+](C)C)C.[B-](F)(F)(F)F.C(N(CC)CC)C, predict the reaction product. The product is: [O:19]=[C:20]1[N:26]([CH:27]2[CH2:32][CH2:31][N:30]([C:33]([O:35][C@H:36]([CH2:37][C:38]3[CH:39]=[C:40]([Br:46])[C:41]([OH:45])=[C:42]([Br:44])[CH:43]=3)[C:47]([N:10]3[CH2:11][CH2:12][CH:7]([CH:4]4[CH2:5][CH2:6][N:1]([CH2:13][C:14]([O:16][CH2:17][CH3:18])=[O:15])[CH2:2][CH2:3]4)[CH2:8][CH2:9]3)=[O:48])=[O:34])[CH2:29][CH2:28]2)[CH2:25][CH2:24][C:23]2[CH:50]=[CH:51][CH:52]=[CH:53][C:22]=2[NH:21]1. (4) The product is: [F:1][C:2]([F:26])([F:25])[CH2:3][NH:4][C:5]([C:7]1([CH2:20][CH2:21][CH2:22][CH2:23][N:46]2[CH2:47][CH2:48][N:43]([C:35]3[N:34]([CH2:27][C:28]4[CH:33]=[CH:32][CH:31]=[CH:30][CH:29]=4)[C:38]4[CH:39]=[CH:40][CH:41]=[CH:42][C:37]=4[N:36]=3)[CH2:44][CH2:45]2)[C:19]2[CH:18]=[CH:17][CH:16]=[CH:15][C:14]=2[C:13]2[C:8]1=[CH:9][CH:10]=[CH:11][CH:12]=2)=[O:6]. Given the reactants [F:1][C:2]([F:26])([F:25])[CH2:3][NH:4][C:5]([C:7]1([CH2:20][CH2:21][CH2:22][CH2:23]Br)[C:19]2[CH:18]=[CH:17][CH:16]=[CH:15][C:14]=2[C:13]2[C:8]1=[CH:9][CH:10]=[CH:11][CH:12]=2)=[O:6].[CH2:27]([N:34]1[C:38]2[CH:39]=[CH:40][CH:41]=[CH:42][C:37]=2[N:36]=[C:35]1[N:43]1[CH2:48][CH2:47][NH:46][CH2:45][CH2:44]1)[C:28]1[CH:33]=[CH:32][CH:31]=[CH:30][CH:29]=1, predict the reaction product. (5) Given the reactants [F:1][C:2]1[CH:11]=[C:10]2[C:5]([C:6]([O:19][CH2:20][CH2:21][O:22]C3CCCCO3)=[C:7]([C:13]3[CH:18]=[CH:17][CH:16]=[CH:15][CH:14]=3)[NH:8][C:9]2=[O:12])=[CH:4][CH:3]=1.C1(C)C=CC(S(O)(=O)=O)=CC=1, predict the reaction product. The product is: [F:1][C:2]1[CH:11]=[C:10]2[C:5]([C:6]([O:19][CH2:20][CH2:21][OH:22])=[C:7]([C:13]3[CH:18]=[CH:17][CH:16]=[CH:15][CH:14]=3)[NH:8][C:9]2=[O:12])=[CH:4][CH:3]=1. (6) Given the reactants [CH2:1]([CH:3]1[NH:8][CH:7]([C:9]2[CH:14]=[CH:13][CH:12]=[CH:11][CH:10]=2)[CH:6]([NH2:15])[CH2:5][CH2:4]1)[CH3:2].C([C@@H]1N[C@@H](C2C=CC=CC=2)[C@@H](N)CC1)C.C([C@H]1N[C@H](C2C=CC=CC=2)[C@H](N)CC1)C.[CH3:46][O:47][C:48]1[CH:57]=[C:56]2[C:51]([N:52]([CH3:60])[C:53](=[O:59])[CH:54]3[CH2:58][CH:55]32)=[CH:50][C:49]=1[CH:61]=O, predict the reaction product. The product is: [CH2:1]([CH:3]1[NH:8][CH:7]([C:9]2[CH:14]=[CH:13][CH:12]=[CH:11][CH:10]=2)[CH:6]([NH:15][CH2:61][C:49]2[CH:50]=[C:51]3[C:56](=[CH:57][C:48]=2[O:47][CH3:46])[CH:55]2[CH2:58][CH:54]2[C:53](=[O:59])[N:52]3[CH3:60])[CH2:5][CH2:4]1)[CH3:2]. (7) The product is: [C:39]([C:38]1[CH:41]=[CH:42][C:35]([NH:33][N:34]=[CH:4][C:5]#[C:6][C:7]2[N:12]=[C:11]([C:13]([O:15][CH3:16])=[O:14])[C:10](=[O:17])[N:9]([C:18]3[CH:23]=[CH:22][CH:21]=[C:20]([C:24]([F:25])([F:26])[F:27])[CH:19]=3)[C:8]=2[CH3:28])=[CH:36][CH:37]=1)#[N:40]. Given the reactants C(O[CH:4](OCC)[C:5]#[C:6][C:7]1[N:12]=[C:11]([C:13]([O:15][CH3:16])=[O:14])[C:10](=[O:17])[N:9]([C:18]2[CH:23]=[CH:22][CH:21]=[C:20]([C:24]([F:27])([F:26])[F:25])[CH:19]=2)[C:8]=1[CH3:28])C.Cl.[NH:33]([C:35]1[CH:42]=[CH:41][C:38]([C:39]#[N:40])=[CH:37][CH:36]=1)[NH2:34].O, predict the reaction product.